This data is from Forward reaction prediction with 1.9M reactions from USPTO patents (1976-2016). The task is: Predict the product of the given reaction. (1) Given the reactants C(O[C:4]1([C:15]([F:18])([F:17])[F:16])[CH:6]([CH2:7][CH2:8][C:9]2[CH:14]=[CH:13][CH:12]=[CH:11][CH:10]=2)[O:5]1)C.FC(F)(F)[C:21]1[C:29]2[C:24](=[CH:25][CH:26]=[CH:27][CH:28]=2)N[CH:22]=1.[NH:32]1CCCC[C:34]2C=CC=C[C:33]1=2, predict the reaction product. The product is: [CH2:22]([CH:6]1[C:4]([C:15]([F:16])([F:17])[F:18])([OH:5])[N:32]2[C:10]3[CH:9]([CH2:14][CH2:13][CH2:12][C:11]=3[CH:34]=[CH:33]2)[CH2:8][CH2:7]1)[CH2:21][C:29]1[CH:28]=[CH:27][CH:26]=[CH:25][CH:24]=1. (2) Given the reactants Br[CH2:2][C:3]1([OH:31])[CH2:8][O:7][CH:6]([C:9]2[C:13]3[CH:14]=[C:15]([N:18]4[C:23](=[O:24])[CH:22]=[C:21]([C:25]([F:28])([F:27])[F:26])[N:20]([CH3:29])[C:19]4=[O:30])[CH:16]=[CH:17][C:12]=3[S:11][N:10]=2)[O:5][CH2:4]1.[H-].[Na+].[Cl-].[NH4+], predict the reaction product. The product is: [CH3:29][N:20]1[C:21]([C:25]([F:26])([F:27])[F:28])=[CH:22][C:23](=[O:24])[N:18]([C:15]2[CH:16]=[CH:17][C:12]3[S:11][N:10]=[C:9]([CH:6]4[O:7][CH2:8][C:3]5([CH2:2][O:31]5)[CH2:4][O:5]4)[C:13]=3[CH:14]=2)[C:19]1=[O:30]. (3) Given the reactants [OH:1][C:2]1[CH:7]=[C:6]([O:8][CH3:9])[CH:5]=[CH:4][C:3]=1[C:10](=[O:12])[CH3:11].O=[C:14]1[CH2:19][CH2:18][N:17]([C:20]([O:22][C:23]([CH3:26])([CH3:25])[CH3:24])=[O:21])[CH2:16][CH2:15]1.N1CCCC1, predict the reaction product. The product is: [C:20]([N:17]1[CH2:16][CH2:15][C:14]2([CH2:11][C:10](=[O:12])[C:3]3[C:2](=[CH:7][C:6]([O:8][CH3:9])=[CH:5][CH:4]=3)[O:1]2)[CH2:19][CH2:18]1)([O:22][C:23]([CH3:26])([CH3:25])[CH3:24])=[O:21].